Dataset: Peptide-MHC class I binding affinity with 185,985 pairs from IEDB/IMGT. Task: Regression. Given a peptide amino acid sequence and an MHC pseudo amino acid sequence, predict their binding affinity value. This is MHC class I binding data. (1) The peptide sequence is AILCVPNA. The MHC is H-2-Db with pseudo-sequence H-2-Db. The binding affinity (normalized) is 0. (2) The peptide sequence is ILATLNTLIT. The MHC is HLA-A02:03 with pseudo-sequence HLA-A02:03. The binding affinity (normalized) is 0.768. (3) The peptide sequence is KGNDMPGGY. The MHC is HLA-A30:02 with pseudo-sequence HLA-A30:02. The binding affinity (normalized) is 0.942. (4) The peptide sequence is DICSKHMDAR. The MHC is HLA-A33:01 with pseudo-sequence HLA-A33:01. The binding affinity (normalized) is 0.553. (5) The peptide sequence is NLGQHIYET. The MHC is HLA-A02:19 with pseudo-sequence HLA-A02:19. The binding affinity (normalized) is 0.539. (6) The peptide sequence is DYSRFEDWL. The MHC is H-2-Kd with pseudo-sequence H-2-Kd. The binding affinity (normalized) is 0.0516.